Task: Predict the reaction yield, written as a fraction of the theoretical maximum amount of product (1.0 means a 100% yield; for example, 0.34 means a 34% yield).. Dataset: Reaction yield outcomes from USPTO patents with 853,638 reactions (1) The reactants are [OH:1][C:2]1[CH:7]=[CH:6][C:5]([N:8]2[C:13](=[O:14])[C:12]([CH2:15][C:16]3[CH:21]=[CH:20][C:19]([C:22]4[C:23]([C:28]#[N:29])=[CH:24][CH:25]=[CH:26][CH:27]=4)=[CH:18][CH:17]=3)=[C:11]([CH2:30][CH2:31][CH3:32])[N:10]3[N:33]=[CH:34][CH:35]=[C:9]23)=[CH:4][CH:3]=1.[CH3:36][C@@H:37]1[O:39][C@H:38]1[CH3:40].C(=O)([O-])[O-].[Cs+].[Cs+].C(OCC)(=O)C. The catalyst is CN(C)C=O. The product is [OH:39][C@@H:38]([CH3:40])[C@H:37]([O:1][C:2]1[CH:3]=[CH:4][C:5]([N:8]2[C:13](=[O:14])[C:12]([CH2:15][C:16]3[CH:21]=[CH:20][C:19]([C:22]4[C:23]([C:28]#[N:29])=[CH:24][CH:25]=[CH:26][CH:27]=4)=[CH:18][CH:17]=3)=[C:11]([CH2:30][CH2:31][CH3:32])[N:10]3[N:33]=[CH:34][CH:35]=[C:9]23)=[CH:6][CH:7]=1)[CH3:36]. The yield is 0.540. (2) No catalyst specified. The reactants are [CH2:1]([O:8][N:9]1[C:18]2[C:13](=[CH:14][C:15](Br)=[CH:16][N:17]=2)[C:12]([NH:20][CH2:21][C:22]2[CH:27]=[CH:26][C:25]([O:28][CH3:29])=[CH:24][C:23]=2[O:30][CH3:31])=[C:11]([C:32]([NH:34][CH2:35][C:36]2[CH:41]=[CH:40][C:39]([F:42])=[CH:38][C:37]=2[F:43])=[O:33])[C:10]1=[O:44])[C:2]1[CH:7]=[CH:6][CH:5]=[CH:4][CH:3]=1.[CH2:45]([OH:50])[CH2:46][CH2:47][C:48]#[CH:49]. The product is [CH2:1]([O:8][N:9]1[C:18]2[C:13](=[CH:14][C:15]([C:49]#[C:48][CH2:47][CH2:46][CH2:45][OH:50])=[CH:16][N:17]=2)[C:12]([NH:20][CH2:21][C:22]2[CH:27]=[CH:26][C:25]([O:28][CH3:29])=[CH:24][C:23]=2[O:30][CH3:31])=[C:11]([C:32]([NH:34][CH2:35][C:36]2[CH:41]=[CH:40][C:39]([F:42])=[CH:38][C:37]=2[F:43])=[O:33])[C:10]1=[O:44])[C:2]1[CH:7]=[CH:6][CH:5]=[CH:4][CH:3]=1. The yield is 0.520. (3) The reactants are O[CH:2]([C:5]1[CH:9]=[CH:8][S:7][C:6]=1[C:10]([OH:12])=[O:11])[CH2:3][CH3:4].S(Cl)(C1C=CC(C)=CC=1)(=O)=O. The catalyst is ClCCl. The product is [CH2:3]([CH:2]1[O:12][C:10](=[O:11])[C:6]2[S:7][CH:8]=[CH:9][C:5]1=2)[CH3:4]. The yield is 0.130.